Predict the reactants needed to synthesize the given product. From a dataset of Full USPTO retrosynthesis dataset with 1.9M reactions from patents (1976-2016). (1) Given the product [CH:28]1([N:25]2[CH2:24][CH2:23][N:22]([C:20](=[O:21])[CH2:19][N:14]3[CH2:15][CH2:16][C:17]4[C:12](=[CH:11][CH:10]=[C:9]([O:8][CH:1]5[CH2:2][CH2:7][CH2:6][CH2:5]5)[CH:18]=4)[CH2:13]3)[CH2:27][CH2:26]2)[CH2:31][CH2:30][CH2:29]1, predict the reactants needed to synthesize it. The reactants are: [CH2:1]([O:8][C:9]1[CH:10]=[C:11]2[C:16](=[CH:17][CH:18]=1)[CH2:15][N:14]([CH2:19][C:20]([N:22]1[CH2:27][CH2:26][N:25]([CH:28]3[CH2:31][CH2:30][CH2:29]3)[CH2:24][CH2:23]1)=[O:21])[CH2:13][CH2:12]2)[C:2]1[CH:7]=[CH:6][CH:5]=CC=1. (2) Given the product [Cl:12][C:13]1[CH:14]=[C:15]2[C:20](=[CH:21][CH:22]=1)[CH:19]=[C:18]([S:23]([CH2:26][CH2:27][CH2:28][C:29]([N:43]([CH3:42])[CH:44]1[CH2:45][CH2:46][N:47]([C:50]3[CH:51]=[CH:52][N:53]=[CH:54][CH:55]=3)[CH2:48][CH2:49]1)=[O:31])(=[O:24])=[O:25])[CH:17]=[CH:16]2, predict the reactants needed to synthesize it. The reactants are: CCN=C=NCCCN(C)C.[Cl:12][C:13]1[CH:14]=[C:15]2[C:20](=[CH:21][CH:22]=1)[CH:19]=[C:18]([S:23]([CH2:26][CH2:27][CH2:28][C:29]([OH:31])=O)(=[O:25])=[O:24])[CH:17]=[CH:16]2.C1C=CC2N(O)N=NC=2C=1.[CH3:42][NH:43][CH:44]1[CH2:49][CH2:48][N:47]([C:50]2[CH:55]=[CH:54][N:53]=[CH:52][CH:51]=2)[CH2:46][CH2:45]1. (3) Given the product [CH2:1]([O:8][C:9]1[CH:10]=[C:11]([CH:15]=[CH:16][CH:17]=1)[C:12]([Cl:21])=[O:13])[C:2]1[CH:7]=[CH:6][CH:5]=[CH:4][CH:3]=1, predict the reactants needed to synthesize it. The reactants are: [CH2:1]([O:8][C:9]1[CH:10]=[C:11]([CH:15]=[CH:16][CH:17]=1)[C:12](O)=[O:13])[C:2]1[CH:7]=[CH:6][CH:5]=[CH:4][CH:3]=1.C(Cl)(=O)C([Cl:21])=O.Cl. (4) Given the product [CH3:1][O:2][C:3](=[O:14])[CH2:4][C:5]1[CH:10]=[C:9]([C:69]2[CH:68]=[CH:67][C:66]([C:63]([CH2:81][CH3:82])([C:60]3[CH:61]=[CH:62][C:57](/[CH:56]=[CH:55]/[C:54]([CH2:84][CH3:85])([OH:86])[CH2:52][CH3:53])=[C:58]([CH3:83])[CH:59]=3)[CH2:64][CH3:65])=[CH:71][CH:70]=2)[CH:8]=[CH:7][C:6]=1[O:12][CH3:13], predict the reactants needed to synthesize it. The reactants are: [CH3:1][O:2][C:3](=[O:14])[CH2:4][C:5]1[CH:10]=[C:9](Br)[CH:8]=[CH:7][C:6]=1[O:12][CH3:13].C1(P(C2CCCCC2)C2C=CC=CC=2C2C(OC)=CC=CC=2OC)CCCCC1.P([O-])([O-])([O-])=O.[K+].[K+].[K+].[CH2:52]([C:54]([OH:86])([CH2:84][CH3:85])/[CH:55]=[CH:56]/[C:57]1[CH:62]=[CH:61][C:60]([C:63]([CH2:81][CH3:82])([C:66]2[CH:71]=[CH:70][C:69](B3OC(C)(C)C(C)(C)O3)=[CH:68][CH:67]=2)[CH2:64][CH3:65])=[CH:59][C:58]=1[CH3:83])[CH3:53].C(=O)(O)[O-].[Na+]. (5) The reactants are: [NH2:1][C:2]1[S:3][CH:4]=[C:5]([C:7]2[CH:12]=[CH:11][CH:10]=[CH:9][C:8]=2[CH3:13])[N:6]=1.[Cl:14][C:15]1[CH:23]=[CH:22][C:21]([N+:24]([O-:26])=[O:25])=[CH:20][C:16]=1[C:17](Cl)=[O:18]. Given the product [CH3:13][C:8]1[CH:9]=[CH:10][CH:11]=[CH:12][C:7]=1[C:5]1[N:6]=[C:2]([NH:1][C:17]([C:16]2[CH:20]=[C:21]([N+:24]([O-:26])=[O:25])[CH:22]=[CH:23][C:15]=2[Cl:14])=[O:18])[S:3][CH:4]=1, predict the reactants needed to synthesize it. (6) Given the product [Br:12][C:13]1[N:14]=[C:15]([Si:21]([CH3:24])([CH3:23])[CH3:22])[CH:16]=[CH:17][CH:18]=1, predict the reactants needed to synthesize it. The reactants are: C([Mg]Cl)CCC.C([Li])CCC.[Br:12][C:13]1[CH:18]=[CH:17][CH:16]=[C:15](Br)[N:14]=1.Cl[Si:21]([CH3:24])([CH3:23])[CH3:22]. (7) Given the product [Cl:51][C:7]1[CH:6]=[CH:5][C:4]([S:9][CH2:10][CH2:11][CH2:12][N:13]([C@H:29]2[CH2:34][CH2:33][C@H:32]([CH3:35])[CH2:31][CH2:30]2)[C:14](=[O:28])[NH:15][C:16]2[S:17][C:18]([S:21][C:22]([CH3:27])([CH3:26])[C:23]([OH:25])=[O:24])=[CH:19][N:20]=2)=[CH:3][CH:8]=1, predict the reactants needed to synthesize it. The reactants are: CO[C:3]1[CH:8]=[CH:7][CH:6]=[CH:5][C:4]=1[S:9][CH2:10][CH2:11][CH2:12][N:13]([C@H:29]1[CH2:34][CH2:33][C@H:32]([CH3:35])[CH2:31][CH2:30]1)[C:14](=[O:28])[NH:15][C:16]1[S:17][C:18]([S:21][C:22]([CH3:27])([CH3:26])[C:23]([OH:25])=[O:24])=[CH:19][N:20]=1.C(OC(=O)C(SC1SC(N)=NC=1)(C)C)C.[Cl:51]C1C=CC(S)=CC=1.